This data is from Forward reaction prediction with 1.9M reactions from USPTO patents (1976-2016). The task is: Predict the product of the given reaction. (1) Given the reactants [ClH:1].[CH3:2][NH:3][C:4]([C:6]1[CH:11]=[CH:10][CH:9]=[CH:8][C:7]=1[C:12]1[CH:17]=[CH:16][C:15]([CH2:18][C@H:19]([NH:34][C:35]([C@H:37]2[CH2:42][CH2:41][C@H:40]([CH2:43][NH:44]C(=O)OC(C)(C)C)[CH2:39][CH2:38]2)=[O:36])[C:20](=[O:33])[NH:21][C:22]2[CH:27]=[CH:26][C:25]([C:28]3[N:29]=[N:30][NH:31][N:32]=3)=[CH:24][CH:23]=2)=[CH:14][CH:13]=1)=[O:5], predict the reaction product. The product is: [ClH:1].[NH2:44][CH2:43][C@H:40]1[CH2:39][CH2:38][C@H:37]([C:35]([NH:34][C@H:19]([C:20](=[O:33])[NH:21][C:22]2[CH:23]=[CH:24][C:25]([C:28]3[N:29]=[N:30][NH:31][N:32]=3)=[CH:26][CH:27]=2)[CH2:18][C:15]2[CH:14]=[CH:13][C:12]([C:7]3[C:6]([C:4]([NH:3][CH3:2])=[O:5])=[CH:11][CH:10]=[CH:9][CH:8]=3)=[CH:17][CH:16]=2)=[O:36])[CH2:42][CH2:41]1. (2) Given the reactants [N:1]([C@@H:4]1[C:13]2[C:8](=[N:9][C:10]([F:14])=[CH:11][CH:12]=2)[O:7][C@@H:6]([C:15]2[CH:16]=[C:17]([CH:22]=[CH:23][CH:24]=2)[C:18]([O:20][CH3:21])=[O:19])[CH2:5]1)=[N+]=[N-].N([C@H]1C2C(=NC(Cl)=CC=2)O[C@@H](C2C=C(C=CC=2)C(OC)=O)C1)=[N+]=[N-], predict the reaction product. The product is: [NH2:1][C@@H:4]1[C:13]2[C:8](=[N:9][C:10]([F:14])=[CH:11][CH:12]=2)[O:7][C@@H:6]([C:15]2[CH:16]=[C:17]([CH:22]=[CH:23][CH:24]=2)[C:18]([O:20][CH3:21])=[O:19])[CH2:5]1. (3) Given the reactants FC(F)(F)S(O[C:7]1[C:8]2[CH2:28][N:27]([C:29](=[O:31])[CH3:30])[CH2:26][CH2:25][C:9]=2[N:10]=[C:11]([NH:13][C:14]2[CH:19]=[CH:18][C:17]([C:20]3[O:24][CH:23]=[N:22][CH:21]=3)=[CH:16][CH:15]=2)[N:12]=1)(=O)=O.[CH:34]1([NH2:40])[CH2:39][CH2:38][CH2:37][CH2:36][CH2:35]1, predict the reaction product. The product is: [CH:34]1([NH:40][C:7]2[C:8]3[CH2:28][N:27]([C:29](=[O:31])[CH3:30])[CH2:26][CH2:25][C:9]=3[N:10]=[C:11]([NH:13][C:14]3[CH:19]=[CH:18][C:17]([C:20]4[O:24][CH:23]=[N:22][CH:21]=4)=[CH:16][CH:15]=3)[N:12]=2)[CH2:39][CH2:38][CH2:37][CH2:36][CH2:35]1. (4) Given the reactants F.F.F.[CH3:4][N:5]([CH3:36])[O:6][CH2:7][CH2:8][O:9][C@:10]1(CCN)[C@:14](CCN)([OH:15])[C@@H:13]([CH2:19][OH:20])[O:12][C@@:11]1(CCN)[N:21]1[CH:28]=[C:27]([CH3:29])[C:25](=[O:26])[NH:24][C:22]1=[O:23].C(N(CC)CC)C.[Si](OC[C@H]1O[C@@H](N2C=C(C)C(=O)NC2=O)[C@H](OCCON(C)C)[C@@H]1O)(C(C)(C)C)(C1C=CC=CC=1)C1C=CC=CC=1.CO, predict the reaction product. The product is: [CH3:4][N:5]([CH3:36])[O:6][CH2:7][CH2:8][O:9][C@@H:10]1[C@H:14]([OH:15])[C@@H:13]([CH2:19][OH:20])[O:12][C@H:11]1[N:21]1[CH:28]=[C:27]([CH3:29])[C:25](=[O:26])[NH:24][C:22]1=[O:23]. (5) Given the reactants [CH3:1][NH:2][NH2:3].C([O-])([O-])=O.[K+].[K+].C(O[CH:13]=[C:14]([C:20]([CH:22]([F:24])[F:23])=O)[C:15]([O:17][CH2:18][CH3:19])=[O:16])C, predict the reaction product. The product is: [F:23][CH:22]([F:24])[C:20]1[C:14]([C:15]([O:17][CH2:18][CH3:19])=[O:16])=[CH:13][N:2]([CH3:1])[N:3]=1.